This data is from NCI-60 drug combinations with 297,098 pairs across 59 cell lines. The task is: Regression. Given two drug SMILES strings and cell line genomic features, predict the synergy score measuring deviation from expected non-interaction effect. (1) Drug 1: C1CCC(CC1)NC(=O)N(CCCl)N=O. Drug 2: COC1=C2C(=CC3=C1OC=C3)C=CC(=O)O2. Cell line: CAKI-1. Synergy scores: CSS=29.0, Synergy_ZIP=-0.885, Synergy_Bliss=6.63, Synergy_Loewe=3.90, Synergy_HSA=4.92. (2) Drug 1: C1C(C(OC1N2C=NC3=C(N=C(N=C32)Cl)N)CO)O. Drug 2: C1=NC2=C(N=C(N=C2N1C3C(C(C(O3)CO)O)O)F)N. Cell line: HCC-2998. Synergy scores: CSS=74.9, Synergy_ZIP=-3.54, Synergy_Bliss=-3.36, Synergy_Loewe=-1.57, Synergy_HSA=2.08. (3) Drug 1: CN1CCC(CC1)COC2=C(C=C3C(=C2)N=CN=C3NC4=C(C=C(C=C4)Br)F)OC. Drug 2: CN1C(=O)N2C=NC(=C2N=N1)C(=O)N. Cell line: HT29. Synergy scores: CSS=-0.784, Synergy_ZIP=1.01, Synergy_Bliss=-3.79, Synergy_Loewe=-15.5, Synergy_HSA=-8.46. (4) Drug 1: C1CC(=O)NC(=O)C1N2CC3=C(C2=O)C=CC=C3N. Drug 2: COCCOC1=C(C=C2C(=C1)C(=NC=N2)NC3=CC=CC(=C3)C#C)OCCOC.Cl. Cell line: MDA-MB-231. Synergy scores: CSS=9.26, Synergy_ZIP=1.70, Synergy_Bliss=6.92, Synergy_Loewe=7.70, Synergy_HSA=7.85. (5) Drug 1: CC1=C(N=C(N=C1N)C(CC(=O)N)NCC(C(=O)N)N)C(=O)NC(C(C2=CN=CN2)OC3C(C(C(C(O3)CO)O)O)OC4C(C(C(C(O4)CO)O)OC(=O)N)O)C(=O)NC(C)C(C(C)C(=O)NC(C(C)O)C(=O)NCCC5=NC(=CS5)C6=NC(=CS6)C(=O)NCCC[S+](C)C)O. Drug 2: CC(C)CN1C=NC2=C1C3=CC=CC=C3N=C2N. Cell line: T-47D. Synergy scores: CSS=20.9, Synergy_ZIP=0.487, Synergy_Bliss=2.10, Synergy_Loewe=5.53, Synergy_HSA=3.89.